Dataset: Peptide-MHC class I binding affinity with 185,985 pairs from IEDB/IMGT. Task: Regression. Given a peptide amino acid sequence and an MHC pseudo amino acid sequence, predict their binding affinity value. This is MHC class I binding data. (1) The peptide sequence is WDGLQSSDDF. The MHC is Mamu-A11 with pseudo-sequence Mamu-A11. The binding affinity (normalized) is 0. (2) The peptide sequence is FPRDPVSTF. The MHC is HLA-A02:12 with pseudo-sequence HLA-A02:12. The binding affinity (normalized) is 0.0847.